Dataset: Forward reaction prediction with 1.9M reactions from USPTO patents (1976-2016). Task: Predict the product of the given reaction. (1) Given the reactants [CH3:1][CH:2]([CH3:18])[CH2:3][C@H:4]([NH:8][C:9](=[O:17])[C:10]1[CH:15]=[CH:14][CH:13]=[C:12]([CH3:16])[CH:11]=1)[C:5]([OH:7])=O.[CH2:19]([CH2:21][NH2:22])[OH:20].C1C=CC2N(O)N=NC=2C=1.CCN=C=NCCCN(C)C, predict the reaction product. The product is: [OH:20][CH2:19][CH2:21][NH:22][C:5]([C@@H:4]([NH:8][C:9](=[O:17])[C:10]1[CH:15]=[CH:14][CH:13]=[C:12]([CH3:16])[CH:11]=1)[CH2:3][CH:2]([CH3:1])[CH3:18])=[O:7]. (2) Given the reactants [Br:1][C:2]1[CH:7]=[CH:6][C:5]([S:8](Cl)(=[O:10])=[O:9])=[CH:4][C:3]=1[O:12][CH3:13].[NH:14]1[CH2:19][CH2:18][O:17][CH2:16][CH2:15]1, predict the reaction product. The product is: [Br:1][C:2]1[CH:7]=[CH:6][C:5]([S:8]([N:14]2[CH2:19][CH2:18][O:17][CH2:16][CH2:15]2)(=[O:10])=[O:9])=[CH:4][C:3]=1[O:12][CH3:13]. (3) Given the reactants [Cl:1][C:2]1[N:7]=[CH:6][C:5]([CH2:8][N:9]2[C:13]([CH3:14])=[C:12]([C:15]3[CH:20]=[CH:19][C:18]([C:21]#[N:22])=[CH:17][CH:16]=3)[C:11]([C:23]#[N:24])=[C:10]2[CH:25]2[CH2:27][CH2:26]2)=[CH:4][C:3]=1[CH2:28][OH:29].[C:30]1(=[O:36])[O:35][C:33](=[O:34])[CH2:32][CH2:31]1.C(O)(=O)CC(CC(O)=O)(C(O)=O)O, predict the reaction product. The product is: [Cl:1][C:2]1[C:3]([CH2:28][O:29][C:30](=[O:36])[CH2:31][CH2:32][C:33]([OH:35])=[O:34])=[CH:4][C:5]([CH2:8][N:9]2[C:13]([CH3:14])=[C:12]([C:15]3[CH:20]=[CH:19][C:18]([C:21]#[N:22])=[CH:17][CH:16]=3)[C:11]([C:23]#[N:24])=[C:10]2[CH:25]2[CH2:27][CH2:26]2)=[CH:6][N:7]=1. (4) Given the reactants [CH2:1]([N:8]1[CH:12]=[C:11]([C:13]2[S:21][C:20]3[C:19](=[O:22])[NH:18][C:17]([CH:23]4[CH2:27][CH2:26][CH2:25][NH:24]4)=[N:16][C:15]=3[CH:14]=2)[C:10]([CH3:28])=[N:9]1)[C:2]1[CH:7]=[CH:6][CH:5]=[CH:4][CH:3]=1.Br[CH2:30][C:31]([O:33][CH2:34][CH3:35])=[O:32].C(N(C(C)C)C(C)C)C.CN(C)C=O, predict the reaction product. The product is: [CH2:1]([N:8]1[CH:12]=[C:11]([C:13]2[S:21][C:20]3[C:19](=[O:22])[NH:18][C:17]([CH:23]4[CH2:27][CH2:26][CH2:25][N:24]4[CH2:30][C:31]([O:33][CH2:34][CH3:35])=[O:32])=[N:16][C:15]=3[CH:14]=2)[C:10]([CH3:28])=[N:9]1)[C:2]1[CH:3]=[CH:4][CH:5]=[CH:6][CH:7]=1. (5) Given the reactants [Cl:1][C:2]1[CH:9]=[CH:8][C:5]([C:6]#[N:7])=[C:4]([F:10])[CH:3]=1.OS(O)(=O)=O.[N+:16]([O-])([OH:18])=[O:17], predict the reaction product. The product is: [Cl:1][C:2]1[C:9]([N+:16]([O-:18])=[O:17])=[CH:8][C:5]([C:6]#[N:7])=[C:4]([F:10])[CH:3]=1. (6) Given the reactants [CH3:1][O:2][C:3]1[CH:11]=[C:10]([N+:12]([O-:14])=[O:13])[CH:9]=[CH:8][C:4]=1[C:5]([OH:7])=O.[CH3:15][N:16]1[CH2:21][CH2:20][NH:19][CH2:18][CH2:17]1, predict the reaction product. The product is: [CH3:15][N:16]1[CH2:21][CH2:20][N:19]([C:5]([C:4]2[CH:8]=[CH:9][C:10]([N+:12]([O-:14])=[O:13])=[CH:11][C:3]=2[O:2][CH3:1])=[O:7])[CH2:18][CH2:17]1.